Predict the product of the given reaction. From a dataset of Forward reaction prediction with 1.9M reactions from USPTO patents (1976-2016). (1) Given the reactants FC(F)(F)C([N:5]=[S:6]([CH2:13][C:14]([O:16][CH3:17])=[O:15])([CH2:8][C:9]([O:11][CH3:12])=[O:10])=[O:7])=O.Cl, predict the reaction product. The product is: [S:6]([CH2:8][C:9]([O:11][CH3:12])=[O:10])([CH2:13][C:14]([O:16][CH3:17])=[O:15])(=[NH:5])=[O:7]. (2) Given the reactants [CH3:1][O:2][C:3]1[CH:19]=[CH:18][C:6]([CH2:7][CH:8]2[C:13](=[O:14])[O:12][C:11]([CH3:16])([CH3:15])[O:10][C:9]2=[O:17])=[CH:5][CH:4]=1.IC.[CH2:22](N(CC)CC)C.[Cl-].[Na+], predict the reaction product. The product is: [CH3:1][O:2][C:3]1[CH:4]=[CH:5][C:6]([CH2:7][C:8]2([CH3:22])[C:13](=[O:14])[O:12][C:11]([CH3:16])([CH3:15])[O:10][C:9]2=[O:17])=[CH:18][CH:19]=1. (3) Given the reactants [F:1][C:2]([F:11])([F:10])[C:3]1[CH:9]=[CH:8][C:6]([NH2:7])=[CH:5][CH:4]=1.[CH3:12][C:13]1[O:17][N:16]=[CH:15][C:14]=1[C:18](Cl)=[O:19], predict the reaction product. The product is: [CH3:12][C:13]1[O:17][N:16]=[CH:15][C:14]=1[C:18]([NH:7][C:6]1[CH:5]=[CH:4][C:3]([C:2]([F:10])([F:11])[F:1])=[CH:9][CH:8]=1)=[O:19]. (4) The product is: [Cl:7][CH2:8][CH2:9][C:10]1[CH:15]=[CH:14][C:13]([C:16]2[CH:21]=[CH:20][C:19]([S:22]([O-:24])=[O:23])=[CH:18][CH:17]=2)=[CH:12][CH:11]=1.[Na+:5]. Given the reactants S([O-])([O-])=O.[Na+:5].[Na+].[Cl:7][CH2:8][CH2:9][C:10]1[CH:15]=[CH:14][C:13]([C:16]2[CH:21]=[CH:20][C:19]([S:22](Cl)(=[O:24])=[O:23])=[CH:18][CH:17]=2)=[CH:12][CH:11]=1, predict the reaction product. (5) Given the reactants [C:1]([O:9][CH2:10][CH3:11])(=[O:8])[CH2:2][C:3]([O:5][CH2:6][CH3:7])=[O:4].[H-].[Na+].F[C:15]1[CH:20]=[CH:19][C:18]([N+:21]([O-:23])=[O:22])=[C:17]([O:24][CH3:25])[CH:16]=1.C(OCC)(=O)C, predict the reaction product. The product is: [CH3:25][O:24][C:17]1[CH:16]=[C:15]([CH:2]([C:3]([O:5][CH2:6][CH3:7])=[O:4])[C:1]([O:9][CH2:10][CH3:11])=[O:8])[CH:20]=[CH:19][C:18]=1[N+:21]([O-:23])=[O:22]. (6) Given the reactants [N:1]([C:4]1[CH:5]=[C:6]([CH:10]=[CH:11][C:12]=1[CH3:13])[C:7]([OH:9])=[O:8])=[N+:2]=[N-:3].[Cl:14][C:15]1[CH:20]=[CH:19][C:18]([C:21]#[CH:22])=[CH:17][N:16]=1.CCN(CC)CC.O=C1O[C@H]([C@H](CO)O)C([O-])=C1O.[Na+], predict the reaction product. The product is: [Cl:14][C:15]1[N:16]=[CH:17][C:18]([C:21]2[N:3]=[N:2][N:1]([C:4]3[CH:5]=[C:6]([CH:10]=[CH:11][C:12]=3[CH3:13])[C:7]([OH:9])=[O:8])[CH:22]=2)=[CH:19][CH:20]=1. (7) Given the reactants [CH2:1]([P:5]([OH:7])[OH:6])[CH2:2][CH2:3][CH3:4].[CH2:8]=[C:9]([CH3:11])[CH3:10].CC(N=NC(C#N)(C)C)(C#N)C, predict the reaction product. The product is: [CH2:1]([P:5]([CH2:8][CH:9]([CH3:11])[CH3:10])(=[O:7])[OH:6])[CH2:2][CH2:3][CH3:4].